The task is: Predict the product of the given reaction.. This data is from Forward reaction prediction with 1.9M reactions from USPTO patents (1976-2016). (1) Given the reactants C([N:8](CC1C=CC=CC=1)[C@H:9]1[CH2:18][C:17]2[C:12](=[CH:13][CH:14]=[CH:15][C:16]=2[B:19]2[O:23][C:22]([CH3:25])([CH3:24])[C:21]([CH3:27])([CH3:26])[O:20]2)[O:11][CH2:10]1)C1C=CC=CC=1, predict the reaction product. The product is: [CH3:24][C:22]1([CH3:25])[C:21]([CH3:26])([CH3:27])[O:20][B:19]([C:16]2[CH:15]=[CH:14][CH:13]=[C:12]3[C:17]=2[CH2:18][C@H:9]([NH2:8])[CH2:10][O:11]3)[O:23]1. (2) The product is: [CH2:1]([C:4]1[CH:18]=[CH:17][C:7]([O:8][C:9]2[CH:10]=[CH:11][C:12]([CH2:13][NH2:14])=[CH:15][CH:16]=2)=[CH:6][CH:5]=1)[CH2:2][CH3:3]. Given the reactants [CH2:1]([C:4]1[CH:18]=[CH:17][C:7]([O:8][C:9]2[CH:16]=[CH:15][C:12]([C:13]#[N:14])=[CH:11][CH:10]=2)=[CH:6][CH:5]=1)[CH2:2][CH3:3].C1COCC1.[H-].[Al+3].[Li+].[H-].[H-].[H-].[OH-].[Na+], predict the reaction product. (3) Given the reactants [CH3:1][N:2]([C@H:10]1[CH2:15][CH2:14][CH2:13][N:12]([C:16]2[CH:21]=[CH:20][C:19]([C:22]([F:25])([F:24])[F:23])=[CH:18][C:17]=2[N+:26]([O-])=O)[CH2:11]1)[C:3](=[O:9])[O:4][C:5]([CH3:8])([CH3:7])[CH3:6], predict the reaction product. The product is: [NH2:26][C:17]1[CH:18]=[C:19]([C:22]([F:25])([F:23])[F:24])[CH:20]=[CH:21][C:16]=1[N:12]1[CH2:13][CH2:14][CH2:15][C@H:10]([N:2]([CH3:1])[C:3](=[O:9])[O:4][C:5]([CH3:6])([CH3:7])[CH3:8])[CH2:11]1. (4) Given the reactants [CH:1]1[CH:7]=[CH:6][NH:5][C:3](=[S:4])[CH:2]=1.Cl.[NH2:9][CH2:10][CH2:11][SH:12], predict the reaction product. The product is: [N:5]1[CH:6]=[CH:7][CH:1]=[CH:2][C:3]=1[S:4][S:12][CH2:11][CH2:10][NH2:9].